The task is: Regression. Given two drug SMILES strings and cell line genomic features, predict the synergy score measuring deviation from expected non-interaction effect.. This data is from Merck oncology drug combination screen with 23,052 pairs across 39 cell lines. (1) Drug 1: CCC1=CC2CN(C1)Cc1c([nH]c3ccccc13)C(C(=O)OC)(c1cc3c(cc1OC)N(C)C1C(O)(C(=O)OC)C(OC(C)=O)C4(CC)C=CCN5CCC31C54)C2. Drug 2: Cn1cc(-c2cnn3c(N)c(Br)c(C4CCCNC4)nc23)cn1. Cell line: VCAP. Synergy scores: synergy=-18.6. (2) Drug 1: CC(=O)OC1C(=O)C2(C)C(O)CC3OCC3(OC(C)=O)C2C(OC(=O)c2ccccc2)C2(O)CC(OC(=O)C(O)C(NC(=O)c3ccccc3)c3ccccc3)C(C)=C1C2(C)C. Drug 2: Cn1cc(-c2cnn3c(N)c(Br)c(C4CCCNC4)nc23)cn1. Cell line: VCAP. Synergy scores: synergy=7.73. (3) Drug 1: CC(=O)OC1C(=O)C2(C)C(O)CC3OCC3(OC(C)=O)C2C(OC(=O)c2ccccc2)C2(O)CC(OC(=O)C(O)C(NC(=O)c3ccccc3)c3ccccc3)C(C)=C1C2(C)C. Drug 2: COC1CC2CCC(C)C(O)(O2)C(=O)C(=O)N2CCCCC2C(=O)OC(C(C)CC2CCC(OP(C)(C)=O)C(OC)C2)CC(=O)C(C)C=C(C)C(O)C(OC)C(=O)C(C)CC(C)C=CC=CC=C1C. Cell line: RPMI7951. Synergy scores: synergy=21.2. (4) Drug 1: CS(=O)(=O)CCNCc1ccc(-c2ccc3ncnc(Nc4ccc(OCc5cccc(F)c5)c(Cl)c4)c3c2)o1. Drug 2: Cn1c(=O)n(-c2ccc(C(C)(C)C#N)cc2)c2c3cc(-c4cnc5ccccc5c4)ccc3ncc21. Cell line: RPMI7951. Synergy scores: synergy=20.5. (5) Drug 1: Nc1ccn(C2OC(CO)C(O)C2(F)F)c(=O)n1. Drug 2: COC1CC2CCC(C)C(O)(O2)C(=O)C(=O)N2CCCCC2C(=O)OC(C(C)CC2CCC(OP(C)(C)=O)C(OC)C2)CC(=O)C(C)C=C(C)C(O)C(OC)C(=O)C(C)CC(C)C=CC=CC=C1C. Cell line: EFM192B. Synergy scores: synergy=18.4. (6) Drug 1: CC1(c2nc3c(C(N)=O)cccc3[nH]2)CCCN1. Drug 2: CCc1cnn2c(NCc3ccc[n+]([O-])c3)cc(N3CCCCC3CCO)nc12. Cell line: COLO320DM. Synergy scores: synergy=4.92. (7) Drug 1: CCC1=CC2CN(C1)Cc1c([nH]c3ccccc13)C(C(=O)OC)(c1cc3c(cc1OC)N(C)C1C(O)(C(=O)OC)C(OC(C)=O)C4(CC)C=CCN5CCC31C54)C2. Drug 2: CCN(CC)CCNC(=O)c1c(C)[nH]c(C=C2C(=O)Nc3ccc(F)cc32)c1C. Cell line: LOVO. Synergy scores: synergy=2.60.